This data is from Reaction yield outcomes from USPTO patents with 853,638 reactions. The task is: Predict the reaction yield, written as a fraction of the theoretical maximum amount of product (1.0 means a 100% yield; for example, 0.34 means a 34% yield). (1) The reactants are [OH:1][C:2]1[CH:3]=[C:4]([CH:9]=[CH:10][C:11]=1[C:12]1[NH:13][CH:14]=[CH:15][N:16]=1)[C:5]([O:7][CH3:8])=[O:6].Br[CH2:18][CH2:19]Br.C(=O)([O-])[O-].[Cs+].[Cs+]. The catalyst is CN(C=O)C. The product is [N:16]1[CH:15]=[CH:14][N:13]2[C:12]=1[C:11]1[CH:10]=[CH:9][C:4]([C:5]([O:7][CH3:8])=[O:6])=[CH:3][C:2]=1[O:1][CH2:19][CH2:18]2. The yield is 0.800. (2) The reactants are [CH3:1][O:2][C:3](=[O:23])[CH2:4][CH2:5][CH2:6][CH:7]1[CH2:12][CH2:11][N:10]([CH2:13][CH2:14]OCC2C=CC=CC=2)[CH2:9][CH2:8]1.[CH3:24][O:25][C:26](=O)[CH2:27][CH2:28][CH2:29][CH:30]1[CH2:35][CH2:34]NCC1. No catalyst specified. The product is [CH3:1][O:2][C:3](=[O:23])[CH2:4][CH2:5][CH2:6][CH:7]1[CH2:8][CH2:9][N:10]([CH2:13][CH2:14][CH2:24][O:25][CH2:26][C:27]2[CH:28]=[CH:29][CH:30]=[CH:35][CH:34]=2)[CH2:11][CH2:12]1. The yield is 0.400. (3) The reactants are [CH3:1][C:2]1[CH:3]=[C:4]([NH:13][C:14]2[N:19]=[C:18]([C:20]([F:23])([F:22])[F:21])[CH:17]=[CH:16][N:15]=2)[CH:5]=[C:6]([C:8]2[S:12][CH:11]=[N:10][CH:9]=2)[CH:7]=1.[Li+].CC([N-]C(C)C)C.[F:32][C:33]([F:40])([F:39])[C:34]([O:36]CC)=[O:35]. The catalyst is C1COCC1. The product is [F:32][C:33]([F:40])([F:39])[C:34]([C:11]1[S:12][C:8]([C:6]2[CH:5]=[C:4]([NH:13][C:14]3[N:19]=[C:18]([C:20]([F:21])([F:23])[F:22])[CH:17]=[CH:16][N:15]=3)[CH:3]=[C:2]([CH3:1])[CH:7]=2)=[CH:9][N:10]=1)([OH:36])[OH:35]. The yield is 0.770. (4) The reactants are [C:1]([O:5][C:6]([N:8]1[CH2:13][CH2:12][CH:11]([O:14][C:15]2[CH:24]=[C:23]([N:25]3[CH2:30][CH2:29][O:28][CH2:27][CH2:26]3)[CH:22]=[CH:21][C:16]=2[C:17]([O:19]C)=[O:18])[CH2:10][CH2:9]1)=[O:7])([CH3:4])([CH3:3])[CH3:2].O.[OH-].[Li+].O.CO. The catalyst is O1CCCC1. The product is [C:1]([O:5][C:6]([N:8]1[CH2:9][CH2:10][CH:11]([O:14][C:15]2[CH:24]=[C:23]([N:25]3[CH2:30][CH2:29][O:28][CH2:27][CH2:26]3)[CH:22]=[CH:21][C:16]=2[C:17]([OH:19])=[O:18])[CH2:12][CH2:13]1)=[O:7])([CH3:4])([CH3:2])[CH3:3]. The yield is 0.930. (5) The reactants are Cl.[Cl:2][C:3]1[CH:8]=[CH:7][C:6]([CH2:9][CH2:10][NH2:11])=[CH:5][C:4]=1[CH2:12][CH3:13].CCN(CC)CC.[C:21]([C:25]1[CH:32]=[CH:31][C:28]([CH:29]=O)=[CH:27][CH:26]=1)([CH3:24])([CH3:23])[CH3:22].Cl. The catalyst is CCO.[Pt]. The product is [ClH:2].[C:21]([C:25]1[CH:26]=[CH:27][C:28]([CH2:29][NH:11][CH2:10][CH2:9][C:6]2[CH:7]=[CH:8][C:3]([Cl:2])=[C:4]([CH2:12][CH3:13])[CH:5]=2)=[CH:31][CH:32]=1)([CH3:24])([CH3:22])[CH3:23]. The yield is 0.860. (6) The reactants are [C:1]1([C:22]2[CH:27]=[CH:26][CH:25]=[CH:24][CH:23]=2)[CH:6]=[CH:5][C:4]([O:7][CH2:8][CH2:9][CH2:10][CH2:11][CH2:12][CH2:13][C:14](=[O:21])[C:15](OC)([O:17]C)[CH3:16])=[CH:3][CH:2]=1. The catalyst is C1COCC1.Cl.O. The product is [C:1]1([C:22]2[CH:23]=[CH:24][CH:25]=[CH:26][CH:27]=2)[CH:6]=[CH:5][C:4]([O:7][CH2:8][CH2:9][CH2:10][CH2:11][CH2:12][CH2:13][C:14](=[O:21])[C:15](=[O:17])[CH3:16])=[CH:3][CH:2]=1. The yield is 0.730. (7) The reactants are [Br:1][C:2]1[CH:7]=[CH:6][C:5]([CH:8]2[C:13]([C:14]([O:16][CH2:17][CH3:18])=[O:15])=[C:12]([CH3:19])[NH:11][C:10]([CH3:20])=[C:9]2[C:21]([O:23][CH2:24][CH3:25])=[O:22])=[CH:4][CH:3]=1.[H-].[Na+].[CH2:28](Cl)[C:29]1[CH:34]=[CH:33][CH:32]=[CH:31][CH:30]=1.[NH4+].[Cl-]. The catalyst is CN(C=O)C. The product is [CH2:28]([N:11]1[C:12]([CH3:19])=[C:13]([C:14]([O:16][CH2:17][CH3:18])=[O:15])[CH:8]([C:5]2[CH:4]=[CH:3][C:2]([Br:1])=[CH:7][CH:6]=2)[C:9]([C:21]([O:23][CH2:24][CH3:25])=[O:22])=[C:10]1[CH3:20])[C:29]1[CH:34]=[CH:33][CH:32]=[CH:31][CH:30]=1. The yield is 0.0400.